From a dataset of Reaction yield outcomes from USPTO patents with 853,638 reactions. Predict the reaction yield, written as a fraction of the theoretical maximum amount of product (1.0 means a 100% yield; for example, 0.34 means a 34% yield). (1) The reactants are [CH3:1][CH2:2][CH2:3][CH2:4][CH2:5][C@H:6]([OH:28])[CH2:7][CH2:8][C@@H:9]1[C@H:13]2[CH2:14][C:15]3[CH:21]=[CH:20][CH:19]=[C:18]([O:22][CH2:23][C:24]([OH:26])=[O:25])[C:16]=3[CH2:17][C@H:12]2[CH2:11][C@H:10]1[OH:27].C(NCCO)CO.O.Cl. The catalyst is C(OCC)(=O)C. The product is [CH3:1][CH2:2][CH2:3][CH2:4][CH2:5][C@H:6]([OH:28])[CH2:7][CH2:8][C@H:9]1[C@H:10]([OH:27])[CH2:11][C@H:12]2[C@@H:13]1[CH2:14][C:15]1[C:16]([CH2:17]2)=[C:18]([O:22][CH2:23][C:24]([OH:26])=[O:25])[CH:19]=[CH:20][CH:21]=1. The yield is 0.914. (2) The reactants are [NH2:1][CH:2]1[CH2:7][C:6]([CH3:9])([CH3:8])[N:5]([CH3:10])[C:4]([CH3:12])([CH3:11])[CH2:3]1.[Cl:13][C:14]1[N:19]=[CH:18][C:17]([F:20])=[C:16](Cl)[N:15]=1. The catalyst is CO. The product is [ClH:13].[Cl:13][C:14]1[N:19]=[C:18]([NH:1][CH:2]2[CH2:3][C:4]([CH3:12])([CH3:11])[N:5]([CH3:10])[C:6]([CH3:8])([CH3:9])[CH2:7]2)[C:17]([F:20])=[CH:16][N:15]=1. The yield is 0.930. (3) The reactants are [Cl:1][C:2]1[CH:27]=[C:26]([Cl:28])[CH:25]=[CH:24][C:3]=1[O:4][C:5]1[CH:10]=[CH:9][CH:8]=[CH:7][C:6]=1[NH:11][S:12]([C:15]1[CH:23]=[CH:22][C:18]([C:19](O)=[O:20])=[CH:17][CH:16]=1)(=[O:14])=[O:13].C(N(CC)CC)C.CN(C(ON1N=NC2C=CC=CC1=2)=[N+](C)C)C.F[P-](F)(F)(F)(F)F.[C:60]([O:64][C:65]([N:67]1[CH2:72][CH2:71][CH:70]([CH2:73][NH:74][C:75](=[O:78])[CH2:76][NH2:77])[CH2:69][CH2:68]1)=[O:66])([CH3:63])([CH3:62])[CH3:61]. The catalyst is CN(C)C=O. The product is [C:60]([O:64][C:65]([N:67]1[CH2:72][CH2:71][CH:70]([CH2:73][NH:74][C:75](=[O:78])[CH2:76][NH:77][C:19](=[O:20])[C:18]2[CH:17]=[CH:16][C:15]([S:12](=[O:13])(=[O:14])[NH:11][C:6]3[CH:7]=[CH:8][CH:9]=[CH:10][C:5]=3[O:4][C:3]3[CH:24]=[CH:25][C:26]([Cl:28])=[CH:27][C:2]=3[Cl:1])=[CH:23][CH:22]=2)[CH2:69][CH2:68]1)=[O:66])([CH3:63])([CH3:61])[CH3:62]. The yield is 0.590. (4) The reactants are [Cl:1][C:2]1[CH:7]=[CH:6][C:5]([CH:8]2[C:17]3[C:12](=[CH:13][C:14]([C:18]4[N:19]=[N:20][C:21]([C:24]([F:27])([F:26])[F:25])=[CH:22][CH:23]=4)=[CH:15][CH:16]=3)[CH2:11][N:10](C)[CH2:9]2)=[CH:4][CH:3]=1.CN(C1C2C(N(C)C)=CC=CC=2C=CC=1)C.ClC(OC(Cl)C)=O. The catalyst is ClCCCl. The product is [Cl:1][C:2]1[CH:7]=[CH:6][C:5]([CH:8]2[C:17]3[C:12](=[CH:13][C:14]([C:18]4[N:19]=[N:20][C:21]([C:24]([F:25])([F:26])[F:27])=[CH:22][CH:23]=4)=[CH:15][CH:16]=3)[CH2:11][NH:10][CH2:9]2)=[CH:4][CH:3]=1. The yield is 0.330. (5) The reactants are Br[C:2]1[C:11]2[C:6](=[C:7]([C:12]([F:15])([F:14])[F:13])[CH:8]=[CH:9][CH:10]=2)[N:5]=[CH:4][C:3]=1[C:16]1[CH:21]=[CH:20][CH:19]=[CH:18][CH:17]=1.[C:22]1(C2C=N[C:22]3[C:27](C=2O)=[CH:26][CH:25]=[CH:24][C:23]=3C(F)(F)F)[CH:27]=[CH:26][CH:25]=[CH:24][CH:23]=1.P(Br)(Br)(Br)=O.Cl. The catalyst is CN(C=O)C. The product is [C:16]1([C:3]2[CH:4]=[N:5][C:6]3[C:11]([C:2]=2[C:22]2[CH:27]=[CH:26][CH:25]=[CH:24][CH:23]=2)=[CH:10][CH:9]=[CH:8][C:7]=3[C:12]([F:13])([F:15])[F:14])[CH:21]=[CH:20][CH:19]=[CH:18][CH:17]=1. The yield is 0.860.